This data is from NCI-60 drug combinations with 297,098 pairs across 59 cell lines. The task is: Regression. Given two drug SMILES strings and cell line genomic features, predict the synergy score measuring deviation from expected non-interaction effect. (1) Drug 1: CC12CCC3C(C1CCC2=O)CC(=C)C4=CC(=O)C=CC34C. Drug 2: C1C(C(OC1N2C=C(C(=O)NC2=O)F)CO)O. Cell line: COLO 205. Synergy scores: CSS=66.3, Synergy_ZIP=0.705, Synergy_Bliss=2.06, Synergy_Loewe=3.12, Synergy_HSA=3.38. (2) Drug 1: CN1CCC(CC1)COC2=C(C=C3C(=C2)N=CN=C3NC4=C(C=C(C=C4)Br)F)OC. Cell line: A549. Drug 2: CC1=C(N=C(N=C1N)C(CC(=O)N)NCC(C(=O)N)N)C(=O)NC(C(C2=CN=CN2)OC3C(C(C(C(O3)CO)O)O)OC4C(C(C(C(O4)CO)O)OC(=O)N)O)C(=O)NC(C)C(C(C)C(=O)NC(C(C)O)C(=O)NCCC5=NC(=CS5)C6=NC(=CS6)C(=O)NCCC[S+](C)C)O. Synergy scores: CSS=9.11, Synergy_ZIP=-9.20, Synergy_Bliss=-8.25, Synergy_Loewe=-5.88, Synergy_HSA=-4.73. (3) Drug 1: CC1=C(C=C(C=C1)NC2=NC=CC(=N2)N(C)C3=CC4=NN(C(=C4C=C3)C)C)S(=O)(=O)N.Cl. Drug 2: C1CCC(C(C1)N)N.C(=O)(C(=O)[O-])[O-].[Pt+4]. Cell line: SF-539. Synergy scores: CSS=7.58, Synergy_ZIP=-7.54, Synergy_Bliss=-9.34, Synergy_Loewe=-5.71, Synergy_HSA=-5.33.